This data is from Full USPTO retrosynthesis dataset with 1.9M reactions from patents (1976-2016). The task is: Predict the reactants needed to synthesize the given product. (1) Given the product [CH2:1]([O:3][C:4]([C:6]1[CH:7]=[N:8][C:9]([N:27]([CH2:26][C:25]2[CH:40]=[CH:41][C:22]([O:21][CH3:20])=[CH:23][CH:24]=2)[C:28]2[CH:29]=[N:30][C:31]([N:34]3[CH2:39][CH2:38][O:37][CH2:36][CH2:35]3)=[CH:32][CH:33]=2)=[CH:10][C:11]=1[NH:12][C:13](=[O:18])[C:14]([F:17])([F:16])[F:15])=[O:5])[CH3:2], predict the reactants needed to synthesize it. The reactants are: [CH2:1]([O:3][C:4]([C:6]1[CH:7]=[N:8][C:9](Cl)=[CH:10][C:11]=1[NH:12][C:13](=[O:18])[C:14]([F:17])([F:16])[F:15])=[O:5])[CH3:2].[CH3:20][O:21][C:22]1[CH:41]=[CH:40][C:25]([CH2:26][NH:27][C:28]2[CH:29]=[N:30][C:31]([N:34]3[CH2:39][CH2:38][O:37][CH2:36][CH2:35]3)=[CH:32][CH:33]=2)=[CH:24][CH:23]=1.C1(P(C2C=CC=CC=2)C2C=CC3C(=CC=CC=3)C=2C2C3C(=CC=CC=3)C=CC=2P(C2C=CC=CC=2)C2C=CC=CC=2)C=CC=CC=1.C(=O)([O-])[O-].[Na+].[Na+]. (2) Given the product [S:10]1[C:11]2[CH:17]=[CH:16][CH:15]=[CH:14][C:12]=2[N:13]=[C:9]1[O:8][C:7]1[CH:18]=[CH:19][C:4]([CH2:3][CH2:2][N:20]2[CH2:28][CH2:27][CH2:26][CH:22]([C:23]([NH2:25])=[O:24])[CH2:21]2)=[CH:5][CH:6]=1, predict the reactants needed to synthesize it. The reactants are: Br[CH2:2][CH2:3][C:4]1[CH:19]=[CH:18][C:7]([O:8][C:9]2[S:10][C:11]3[CH:17]=[CH:16][CH:15]=[CH:14][C:12]=3[N:13]=2)=[CH:6][CH:5]=1.[NH:20]1[CH2:28][CH2:27][CH2:26][CH:22]([C:23]([NH2:25])=[O:24])[CH2:21]1.CNC. (3) Given the product [O:23]=[C:14]1[C:15]2[C:20](=[CH:19][CH:18]=[CH:17][CH:16]=2)[C:21](=[O:22])[N:13]1[CH2:12][CH2:11][CH:10]1[C:9]2[C:4](=[CH:5][CH:6]=[CH:7][CH:8]=2)[N:3]([C:30]([O:31][C:32]([CH3:35])([CH3:34])[CH3:33])=[O:36])[C:2]1=[O:1], predict the reactants needed to synthesize it. The reactants are: [O:1]=[C:2]1[CH:10]([CH2:11][CH2:12][N:13]2[C:21](=[O:22])[C:20]3[C:15](=[CH:16][CH:17]=[CH:18][CH:19]=3)[C:14]2=[O:23])[C:9]2[C:4](=[CH:5][CH:6]=[CH:7][CH:8]=2)[NH:3]1.C(=O)([O-])[O-].[Na+].[Na+].[C:30](O[C:30]([O:31][C:32]([CH3:35])([CH3:34])[CH3:33])=[O:36])(=[O:36])[O:31][C:32]([CH3:35])([CH3:34])[CH3:33].O. (4) The reactants are: Cl.[Cl:2][C:3]1[CH:4]=[C:5]([NH:10][C:11]([N:13]2[CH2:18][CH2:17][NH:16][CH2:15][CH2:14]2)=[O:12])[CH:6]=[CH:7][C:8]=1[Cl:9].C(OC([N:26]1[CH2:31][CH2:30][N:29]([CH:32]([CH3:34])[CH3:33])[CH2:28][C@@H:27]1[C:35](O)=[O:36])=O)(C)(C)C.C(N(CC)C(C)C)(C)C.CN(C(ON1N=NC2C=CC=NC1=2)=[N+](C)C)C.F[P-](F)(F)(F)(F)F.C(NC(C)C)(C)C. Given the product [Cl:2][C:3]1[CH:4]=[C:5]([NH:10][C:11]([N:13]2[CH2:18][CH2:17][N:16]([C:35]([C@H:27]3[CH2:28][N:29]([CH:32]([CH3:34])[CH3:33])[CH2:30][CH2:31][NH:26]3)=[O:36])[CH2:15][CH2:14]2)=[O:12])[CH:6]=[CH:7][C:8]=1[Cl:9], predict the reactants needed to synthesize it.